This data is from Forward reaction prediction with 1.9M reactions from USPTO patents (1976-2016). The task is: Predict the product of the given reaction. Given the reactants Br[C:2]1[CH:11]=[CH:10][C:9]2[C:4](=[CH:5][CH:6]=[CH:7][CH:8]=2)[N:3]=1.[C:12]([C:14]1[CH:19]=[CH:18][C:17]([N:20]2[C:24]([C:25]3[CH:30]=[CH:29][N:28]=[CH:27][CH:26]=3)=[CH:23][CH:22]=[N:21]2)=[CH:16][CH:15]=1)#[CH:13], predict the reaction product. The product is: [N:28]1[CH:27]=[CH:26][C:25]([C:24]2[N:20]([C:17]3[CH:18]=[CH:19][C:14]([C:12]#[C:13][C:2]4[CH:11]=[CH:10][C:9]5[C:4](=[CH:5][CH:6]=[CH:7][CH:8]=5)[N:3]=4)=[CH:15][CH:16]=3)[N:21]=[CH:22][CH:23]=2)=[CH:30][CH:29]=1.